Task: Predict which catalyst facilitates the given reaction.. Dataset: Catalyst prediction with 721,799 reactions and 888 catalyst types from USPTO (1) Reactant: [N:1]1[CH:6]=[CH:5][CH:4]=[CH:3][C:2]=1[CH2:7][O:8][C:9]1[CH:10]=[C:11]([CH:14]=[CH:15][CH:16]=1)[CH:12]=O.[N+:17]([CH3:20])([O-:19])=[O:18].C([O-])(=O)C.[NH4+]. Product: [N+:17](/[CH:20]=[CH:12]/[C:11]1[CH:10]=[C:9]([CH:16]=[CH:15][CH:14]=1)[O:8][CH2:7][C:2]1[CH:3]=[CH:4][CH:5]=[CH:6][N:1]=1)([O-:19])=[O:18]. The catalyst class is: 15. (2) Reactant: [CH3:1][C:2]([NH2:10])([C:4]1[CH:9]=[CH:8][CH:7]=[CH:6][CH:5]=1)[CH3:3].[C:11](O)(=[O:13])[CH3:12].C1C=CC2N(O)N=NC=2C=1.C(Cl)CCl. Product: [CH3:1][C:2]([NH:10][C:11](=[O:13])[CH3:12])([C:4]1[CH:9]=[CH:8][CH:7]=[CH:6][CH:5]=1)[CH3:3]. The catalyst class is: 2.